Dataset: Forward reaction prediction with 1.9M reactions from USPTO patents (1976-2016). Task: Predict the product of the given reaction. (1) Given the reactants [ClH:1].C(OCC)(=O)C.[CH3:8][N:9]([CH3:45])[CH2:10][CH2:11][NH:12][S:13]([C:16]1[CH:21]=[CH:20][C:19]([C:22]2[N:26]=[C:25]([C:27]3[CH:28]=[N:29][N:30]([CH3:44])[C:31]=3[CH2:32][CH2:33][C:34]3[CH:39]=[CH:38][C:37]([C:40]([F:43])([F:42])[F:41])=[CH:36][CH:35]=3)[O:24][N:23]=2)=[CH:18][CH:17]=1)(=[O:15])=[O:14], predict the reaction product. The product is: [ClH:1].[CH3:45][N:9]([CH3:8])[CH2:10][CH2:11][NH:12][S:13]([C:16]1[CH:17]=[CH:18][C:19]([C:22]2[N:26]=[C:25]([C:27]3[CH:28]=[N:29][N:30]([CH3:44])[C:31]=3[CH2:32][CH2:33][C:34]3[CH:35]=[CH:36][C:37]([C:40]([F:42])([F:41])[F:43])=[CH:38][CH:39]=3)[O:24][N:23]=2)=[CH:20][CH:21]=1)(=[O:14])=[O:15]. (2) Given the reactants [NH2:1][C:2]1[CH:13]=[CH:12][C:5]2[N:6]([CH3:11])[C:7](=[O:10])[O:8][CH2:9][C:4]=2[CH:3]=1.[O-]S(C(F)(F)F)(=O)=O.[Li+].[CH3:23][O:24][C:25](=[O:29])[C@@H:26]1[O:28][CH2:27]1, predict the reaction product. The product is: [OH:28][C@H:26]([CH2:27][NH:1][C:2]1[CH:13]=[CH:12][C:5]2[N:6]([CH3:11])[C:7](=[O:10])[O:8][CH2:9][C:4]=2[CH:3]=1)[C:25]([O:24][CH3:23])=[O:29]. (3) Given the reactants [CH3:1][NH:2][C:3]([C:5]1[C:15]([CH2:16][CH2:17][C@@H:18](O)[C:19]2[CH:24]=[CH:23][CH:22]=[CH:21][C:20]=2[CH3:25])=[C:14]([OH:27])[C:8]2[N:9]=[C:10]([CH3:13])[N:11]([CH3:12])[C:7]=2[CH:6]=1)=[O:4].C1(P(C2C=CC=CC=2)C2C=CC=CC=2)C=CC=CC=1.CC(OC(/N=N/C(OC(C)C)=O)=O)C, predict the reaction product. The product is: [CH3:1][NH:2][C:3]([C:5]1[C:15]2[CH2:16][CH2:17][C@@H:18]([C:19]3[CH:24]=[CH:23][CH:22]=[CH:21][C:20]=3[CH3:25])[O:27][C:14]=2[C:8]2[N:9]=[C:10]([CH3:13])[N:11]([CH3:12])[C:7]=2[CH:6]=1)=[O:4]. (4) Given the reactants [CH2:1]([O:3][C:4](=[O:40])[CH:5]([N:7]=[P:8]([O:10][C:11]1[CH:16]=[CH:15][CH:14]=[CH:13][C:12]=1[O:17][CH2:18][C:19]1([N:37]=[N+:38]=[N-:39])[CH:26]2[CH:22]([O:23]C(C)(C)[O:25]2)[CH:21]([N:29]2[CH:34]=[CH:33][C:32]([NH2:35])=[N:31][C:30]2=[O:36])[O:20]1)=[O:9])[CH3:6])[CH3:2], predict the reaction product. The product is: [CH2:1]([O:3][C:4](=[O:40])[C@H:5]([N:7]=[P:8]([O:10][C:11]1[CH:16]=[CH:15][CH:14]=[CH:13][C:12]=1[O:17][CH2:18][C@:19]1([N:37]=[N+:38]=[N-:39])[C@@H:26]([OH:25])[C@@H:22]([OH:23])[C@H:21]([N:29]2[CH:34]=[CH:33][C:32]([NH2:35])=[N:31][C:30]2=[O:36])[O:20]1)=[O:9])[CH3:6])[CH3:2]. (5) Given the reactants [NH3:1].[Cl:2][C:3]1[C:11]([N+:12]([O-:14])=[O:13])=[C:10]([Cl:15])[C:9]([F:16])=[CH:8][C:4]=1[C:5](Cl)=[O:6], predict the reaction product. The product is: [Cl:2][C:3]1[C:11]([N+:12]([O-:14])=[O:13])=[C:10]([Cl:15])[C:9]([F:16])=[CH:8][C:4]=1[C:5]([NH2:1])=[O:6].